This data is from Catalyst prediction with 721,799 reactions and 888 catalyst types from USPTO. The task is: Predict which catalyst facilitates the given reaction. Reactant: [Cl:1][C:2]1[C:7]([NH:8][C:9](=[O:19])[C:10](=[O:18])[C:11]2[CH:16]=[CH:15][C:14]([CH3:17])=[CH:13][CH:12]=2)=[CH:6][CH:5]=[CH:4][N:3]=1.[BH4-].[Na+].[Cl-].[NH4+]. Product: [Cl:1][C:2]1[C:7]([NH:8][C:9](=[O:19])[CH:10]([OH:18])[C:11]2[CH:16]=[CH:15][C:14]([CH3:17])=[CH:13][CH:12]=2)=[CH:6][CH:5]=[CH:4][N:3]=1. The catalyst class is: 8.